From a dataset of Forward reaction prediction with 1.9M reactions from USPTO patents (1976-2016). Predict the product of the given reaction. (1) Given the reactants [OH:1][CH:2]1[CH:7]([C:8]2[CH:13]=[CH:12][C:11]([CH2:14][OH:15])=[CH:10][CH:9]=2)[CH2:6][CH2:5][N:4]([C:16]([O:18][C:19]([CH3:22])([CH3:21])[CH3:20])=[O:17])[CH2:3]1.[C:23]1([C:29]([C:37]2[CH:42]=[CH:41][CH:40]=[CH:39][CH:38]=2)([C:31]2[CH:36]=[CH:35][CH:34]=[CH:33][CH:32]=2)Cl)[CH:28]=[CH:27][CH:26]=[CH:25][CH:24]=1.C(N(CC)CC)C, predict the reaction product. The product is: [OH:1][CH:2]1[CH:7]([C:8]2[CH:9]=[CH:10][C:11]([CH2:14][O:15][C:29]([C:23]3[CH:28]=[CH:27][CH:26]=[CH:25][CH:24]=3)([C:37]3[CH:38]=[CH:39][CH:40]=[CH:41][CH:42]=3)[C:31]3[CH:32]=[CH:33][CH:34]=[CH:35][CH:36]=3)=[CH:12][CH:13]=2)[CH2:6][CH2:5][N:4]([C:16]([O:18][C:19]([CH3:22])([CH3:21])[CH3:20])=[O:17])[CH2:3]1. (2) Given the reactants [CH:1]1([C@H:6]([NH:11][C:12]([C:14]2[CH:19]=[CH:18][C:17]([F:20])=[CH:16][C:15]=2[N+:21]([O-])=O)=[O:13])[C:7]([O:9][CH3:10])=[O:8])[CH2:5][CH2:4][CH2:3][CH2:2]1, predict the reaction product. The product is: [NH2:21][C:15]1[CH:16]=[C:17]([F:20])[CH:18]=[CH:19][C:14]=1[C:12]([NH:11][C@@H:6]([CH:1]1[CH2:2][CH2:3][CH2:4][CH2:5]1)[C:7]([O:9][CH3:10])=[O:8])=[O:13]. (3) Given the reactants [NH2:1][C:2]12[CH2:9][CH2:8][C:5]([C:10]([NH2:12])=[O:11])([CH2:6][CH2:7]1)[CH2:4][CH2:3]2.C(=O)([O-])[O-].[K+].[K+].Br[CH2:20][C:21]([N:23]1[CH2:27][C@@H:26]([F:28])[CH2:25][C@H:24]1[C:29]#[N:30])=[O:22], predict the reaction product. The product is: [C:10]([C:5]12[CH2:4][CH2:3][C:2]([NH:1][CH2:20][C:21]([N:23]3[CH2:27][C@@H:26]([F:28])[CH2:25][C@H:24]3[C:29]#[N:30])=[O:22])([CH2:9][CH2:8]1)[CH2:7][CH2:6]2)(=[O:11])[NH2:12]. (4) Given the reactants Cl.[CH3:2][O:3][C:4]([C:6]1[CH:7]=[C:8]2[C:12](=[CH:13][CH:14]=1)[CH2:11][CH2:10][C@H:9]2[NH2:15])=[O:5].CCN(C(C)C)C(C)C.[Cl:25][C:26]1[C:34]([F:35])=[CH:33][CH:32]=[CH:31][C:27]=1[C:28](Cl)=[O:29], predict the reaction product. The product is: [Cl:25][C:26]1[C:34]([F:35])=[CH:33][CH:32]=[CH:31][C:27]=1[C:28]([NH:15][C@H:9]1[C:8]2[C:12](=[CH:13][CH:14]=[C:6]([C:4]([O:3][CH3:2])=[O:5])[CH:7]=2)[CH2:11][CH2:10]1)=[O:29]. (5) Given the reactants Cl.[NH2:2][CH2:3][C:4]1[CH:5]=[C:6]([CH2:10][N:11]2[C:19]3[C:14](=[C:15]([O:20][CH3:21])[CH:16]=[CH:17][CH:18]=3)[C:13]([NH:22][S:23]([C:26]3[S:27][C:28]([Cl:31])=[CH:29][CH:30]=3)(=[O:25])=[O:24])=[N:12]2)[CH:7]=[CH:8][CH:9]=1.[CH3:32][S:33](Cl)(=[O:35])=[O:34].N1C=CC=CC=1, predict the reaction product. The product is: [Cl:31][C:28]1[S:27][C:26]([S:23]([NH:22][C:13]2[C:14]3[C:19](=[CH:18][CH:17]=[CH:16][C:15]=3[O:20][CH3:21])[N:11]([CH2:10][C:6]3[CH:7]=[CH:8][CH:9]=[C:4]([CH2:3][NH:2][S:33]([CH3:32])(=[O:35])=[O:34])[CH:5]=3)[N:12]=2)(=[O:25])=[O:24])=[CH:30][CH:29]=1. (6) Given the reactants [NH:1]1[CH2:6][CH2:5][O:4][CH2:3][CH2:2]1.[CH2:7]=O.[CH3:9][O:10][C:11]1[CH:16]=[C:15]([CH:17]=[O:18])[CH:14]=[CH:13][C:12]=1[OH:19], predict the reaction product. The product is: [OH:19][C:12]1[C:13]([CH2:7][N:1]2[CH2:6][CH2:5][O:4][CH2:3][CH2:2]2)=[CH:14][C:15]([CH:17]=[O:18])=[CH:16][C:11]=1[O:10][CH3:9].